This data is from Experimentally validated miRNA-target interactions with 360,000+ pairs, plus equal number of negative samples. The task is: Binary Classification. Given a miRNA mature sequence and a target amino acid sequence, predict their likelihood of interaction. (1) The miRNA is hsa-miR-653-5p with sequence GUGUUGAAACAAUCUCUACUG. The protein sequence of the target gene is MAAQRIRAANSNGLPRCKSEGTLIDLSEGFSETSFNDIKVPSPSALLVDNPTPFGNAKEVIAIKDYCPTNFTTLKFSKGDHLYVLDTSGGEWWYAHNTTEMGYIPSSYVQPLNYRNSTLSDSGMIDNLPDSPDEVAKELELLGGWTDDKKVPGRMYSNNPFWNGVQTNPFLNGNVPVMPSLDELNPKSTVDLLLFDAGTSSFTESSSATTNSTGNIFDELPVTNGLHAEPPVRRDNPFFRSKRSYSLSELSVLQAKSDAPTSSSFFTGLKSPAPEQFQSREDFRTAWLNHRKLARSCHDL.... Result: 1 (interaction). (2) The miRNA is mmu-miR-34b-5p with sequence AGGCAGUGUAAUUAGCUGAUUGU. The protein sequence of the target gene is MGNLLKVLTCTDLEQGPNFFLDFENAQPTESEKEIYNQVNVVLKDAEGILEDLQSYRGAGHEIREAIQHPADEKLQEKAWGAVVPLVGKLKKFYEFSQRLEAALRGLLGALTSTPYSPTQHLEREQALAKQFAEILHFTLRFDELKMTNPAIQNDFSYYRRTLSRMRINNVPAEGENEVNNELANRMSLFYAEATPMLKTLSDATTKFVSENKNLPIENTTDCLSTMASVCRVMLETPEYRSRFTNEETVSFCLRVMVGVIILYDHVHPVGAFAKTSKIDMKGCIKVLKDQPPNSVEGLL.... Result: 1 (interaction). (3) The miRNA is mmu-miR-425-5p with sequence AAUGACACGAUCACUCCCGUUGA. Result: 0 (no interaction). The protein sequence of the target gene is MAADGQCSLPASWRPVTLTHVEYPAGDLSGHLLAYLSLSPVFVIVGFVTLIIFKRELHTISFLGGLALNEGVNWLIKNVIQEPRPCGGPHTAVGTKYGMPSSHSQFMWFFSVYSFLFLYLRMHQTNNARFLDLLWRHVLSLGLLAVAFLVSYSRVYLLYHTWSQVLYGGIAGGLMAIAWFIFTQEVLTPLFPRIAAWPVSEFFLIRDTSLIPNVLWFEYTVTRAEARNRQRKLGTKLQ. (4) The miRNA is hsa-miR-1281 with sequence UCGCCUCCUCCUCUCCC. The protein sequence of the target gene is MSTPTDPAAMPHPGPSPGPGPSPGPILGPSPGPGPSPGSVHSMMGPSPGPPSVSHPLSTMGSADFPQEGMHQLHKPMDGIHDKGIVEDVHCGSMKGTSMRPPHPGMGPPQSPMDQHSQGYMSPHPSPLGAPEHVSSPTPPQMPPSQPGALIPGDPQAMNQPNRGPSPFSPVQLHQLRAQILAYKMLARGQPLPETLQLAVQGKRTLPGMQQQQQQQQQQQQQQQQQQQQQQQQQQPQQPQQQAQAQPQQQQQQQQQPALVSYNRPSGPGQELLLSGQSAPQKLSAPAPSGRPSPAPQAAV.... Result: 0 (no interaction). (5) The miRNA is mmu-miR-144-3p with sequence UACAGUAUAGAUGAUGUACU. The protein sequence of the target gene is MRGPGTAASHSPLGLCALVLALLGALPTDTRAQPYHGEKGISVPDHGFCQPISIPLCTDIAYNQTILPNLLGHTNQEDAGLEVHQFYPLVKVQCSPELRFFLCSMYAPVCTVLDQAIPPCRSLCERARQGCEALMNKFGFQWPERLRCENFPVHGAGEICVGQNTSDGSGGAGGSPTAYPTAPYLPDPPFTAMSPSDGRGRLSFPFSCPRQLKVPPYLGYRFLGERDCGAPCEPGRANGLMYFKEEERRFARLWVGVWSVLCCASTLFTVLTYLVDMRRFSYPERPIIFLSGCYFMVAVA.... Result: 0 (no interaction). (6) The miRNA is hsa-miR-518d-5p with sequence CUCUAGAGGGAAGCACUUUCUG. The protein sequence of the target gene is MAHRGGERDFQTSARRMGTSLLFQLSVHERELDLVFLDHSYAKPWSAHPDASSARPTRMLFVTPRRQQENTIESDVPIDVETVTATPVPLYDNQKARSVMNECERHVIFARTDADAPPPPEDWEEHVNRTGWTVAQNKLFNKILKALQSDRLARLANEGACNEPVLRRVAVDKCARRVRQALASVSWDTKLTQWLHTTLVETLSLPMLAAYLDALQTLKGKIPTLIDRMLVSSNTKTGAAGAEALSLLLKRPWDPAVGVLSHNKPSKLPGSPLILIVSSGPSSSVFPASRRHRFWQSQLS.... Result: 0 (no interaction). (7) The miRNA is mmu-miR-339-3p with sequence UGAGCGCCUCGGCGACAGAGCCG. The protein sequence of the target gene is MAASQLAALEGVDSGPRVPGASPGFLYSEGQRLALEALLSKGAEAFQTCVQREELWPFLSADEVQGLAAAAEDWTVAKQEPSGMAEGATTTDVDAGSLSYWPGQSEQPAPVLRLGWPVDSAWKGITRAQLYTQPPGEGQPPLKELVRLEIQAAHKLVAVVMDVFTDPDLLLDLVDAATRRWVPVYLLLDRQQLPAFLELAQQLGVNPWNTENVDVRVVRGCSFQSRWRRQVSGTVREKFVLLDGERVISGSYSFTWSDARLHRGLVTLLTGEIVDAFSLEFRTLYAASCPLPPAPPQKPS.... Result: 0 (no interaction). (8) Result: 0 (no interaction). The miRNA is mmu-miR-3472 with sequence UAAUAGCCAGAAGCUGGAAGGAACC. The protein sequence of the target gene is MGPPSAPPCRLHVPWKEVLLTASLLTFWNPPTTAKLTIESTPFNVAEGKEVLLLAHNLPQNRIGYSWYKGERVDGNSLIVGYVIGTQQATPGPAYSGRETIYPNASLLIQNVTQNDTGFYTLQVIKSDLVNEEATGQFHVYPELPKPSISSNNSNPVEDKDAVAFTCEPEVQNTTYLWWVNGQSLPVSPRLQLSNGNMTLTLLSVKRNDAGSYECEIQNPASANRSDPVTLNVLYGPDGPTISPSKANYRPGENLNLSCHAASNPPAQYSWFINGTFQQSTQELFIPNITVNNSGSYMCQ.... (9) The miRNA is mmu-miR-1960 with sequence CCAGUGCUGUUAGAAGAGGGCU. The protein sequence of the target gene is MGANQLVVLNVYDMYWMNEYTSSIGIGVFHSGIEVYGREFAYGGHPYPFSGIFEISPGNASELGETFKFKEAVVLGSTDFLEDDIEKIVEELGKEYKGNAYHLMHKNCNHFSSALSEILCGKEIPRWINRLAYFSSCIPFLQSCLPKEWLTPAALQSSVSQELQDELEEAEDAAASSAMASAAAGARTGRHTKL. Result: 1 (interaction). (10) The miRNA is hsa-miR-4529-3p with sequence AUUGGACUGCUGAUGGCCCGU. The protein sequence of the target gene is MVVQNSADAGDMRAGVQLEPFLHQVGGHMSVMKYDEHTVCKPLVSREQRFYESLPLAMKRFTPQYKGTVTVHLWKDSTGHLSLVANPVKESQEPFKVSTESAAVAIWQTLQQTTGSNGSDCTLAQWPHAQLARSPKESPAKALLRSEPHLNTPAFSLVEDTNGNQVERKSFNPWGLQCHQAHLTRLCSEYPENKRHRFLLLENVVSQYTHPCVLDLKMGTRQHGDDASEEKKARHMRKCAQSTSACLGVRICGMQVYQTDKKYFLCKDKYYGRKLSVEGFRQALYQFLHNGSHLRRELLE.... Result: 0 (no interaction).